Dataset: Full USPTO retrosynthesis dataset with 1.9M reactions from patents (1976-2016). Task: Predict the reactants needed to synthesize the given product. The reactants are: [CH3:1][C@H:2]1[NH:8][CH2:7][C:6]2[CH:9]=[CH:10][C:11]([C:13]([O:15][CH3:16])=[O:14])=[CH:12][C:5]=2[O:4][CH2:3]1.CCN(CC)CC.[C:24](Cl)(=[O:26])[CH3:25]. Given the product [C:24]([N:8]1[CH2:7][C:6]2[CH:9]=[CH:10][C:11]([C:13]([O:15][CH3:16])=[O:14])=[CH:12][C:5]=2[O:4][CH2:3][C@H:2]1[CH3:1])(=[O:26])[CH3:25], predict the reactants needed to synthesize it.